The task is: Predict the product of the given reaction.. This data is from Forward reaction prediction with 1.9M reactions from USPTO patents (1976-2016). (1) Given the reactants [C:1]([N:4]1[C:13]2[C:12]3[N:14]=[C:15]([CH3:18])[N:16]([CH3:17])[C:11]=3[CH:10]=[CH:9][C:8]=2[C@@H:7]2[O:19][C@@H:6]2[C@H:5]1[C:20]1[CH:25]=[CH:24][CH:23]=[CH:22][CH:21]=1)(=[O:3])[CH3:2].P(=O)(O)(O)O.C(=O)([O-])O.[CH:35]1([CH2:38][OH:39])[CH2:37][CH2:36]1, predict the reaction product. The product is: [C:1]([N:4]1[C:13]2[C:12]3[N:14]=[C:15]([CH3:18])[N:16]([CH3:17])[C:11]=3[CH:10]=[CH:9][C:8]=2[C@@H:7]([O:39][CH2:38][CH:35]2[CH2:37][CH2:36]2)[C@H:6]([OH:19])[C@H:5]1[C:20]1[CH:25]=[CH:24][CH:23]=[CH:22][CH:21]=1)(=[O:3])[CH3:2]. (2) Given the reactants [CH:1]1[C:10]2[C:5](=[CH:6][CH:7]=[C:8]([C:11]3[C:12]4[C:17]([C:18](Br)=[C:19]5[C:24]=3[CH:23]=[CH:22][CH:21]=[CH:20]5)=[CH:16][CH:15]=[CH:14][CH:13]=4)[CH:9]=2)[CH:4]=[CH:3][C:2]=1[C:26]1[CH:35]=[CH:34][C:33]2[C:28](=[CH:29][CH:30]=[CH:31][CH:32]=2)[CH:27]=1.[C:36]1([C:42]2[CH:47]=[C:46](B(O)O)[CH:45]=[C:44]([C:51]3[CH:56]=[CH:55][CH:54]=[CH:53][CH:52]=3)[CH:43]=2)[CH:41]=[CH:40][CH:39]=[CH:38][CH:37]=1.P([O-])([O-])([O-])=O.[K+].[K+].[K+].C1(C)C=CC=CC=1, predict the reaction product. The product is: [C:36]1([C:42]2[CH:47]=[C:46]([C:18]3[C:19]4[C:24]([C:11]([C:8]5[CH:9]=[C:10]6[C:5]([CH:4]=[CH:3][C:2]([C:26]7[CH:35]=[CH:34][C:33]8[C:28](=[CH:29][CH:30]=[CH:31][CH:32]=8)[CH:27]=7)=[CH:1]6)=[CH:6][CH:7]=5)=[C:12]5[C:17]=3[CH:16]=[CH:15][CH:14]=[CH:13]5)=[CH:23][CH:22]=[CH:21][CH:20]=4)[CH:45]=[C:44]([C:51]3[CH:56]=[CH:55][CH:54]=[CH:53][CH:52]=3)[CH:43]=2)[CH:41]=[CH:40][CH:39]=[CH:38][CH:37]=1. (3) Given the reactants C1N2CN3CN(C2)CN1C3.[CH3:11][O:12][C:13](=[O:22])[C:14]1[CH:19]=[CH:18][CH:17]=[C:16]([CH3:20])[C:15]=1[OH:21].O.[C:24](O)(C(F)(F)F)=[O:25], predict the reaction product. The product is: [CH3:11][O:12][C:13](=[O:22])[C:14]1[CH:19]=[C:18]([CH:24]=[O:25])[CH:17]=[C:16]([CH3:20])[C:15]=1[OH:21]. (4) Given the reactants C1(C)C=CC(S(O)(=O)=O)=CC=1.[Cl:12][C:13]1[N:18]=[C:17]([Cl:19])[N:16]=[C:15]2[NH:20][N:21]=[CH:22][C:14]=12.[O:23]1[CH:28]=[CH:27][CH2:26][CH2:25][CH2:24]1, predict the reaction product. The product is: [Cl:12][C:13]1[N:18]=[C:17]([Cl:19])[N:16]=[C:15]2[N:20]([CH:24]3[CH2:25][CH2:26][CH2:27][CH2:28][O:23]3)[N:21]=[CH:22][C:14]=12. (5) Given the reactants [CH:1]1[CH:2]=[CH:3][C:4]2[C:11](=[O:12])[C:10]([Cl:13])=[C:9]([Cl:14])[C:7](=[O:8])[C:5]=2[CH:6]=1.[N+:15]([O-])([OH:17])=[O:16].OS(O)(=O)=O, predict the reaction product. The product is: [N+:15]([C:2]1[CH:3]=[C:4]2[C:5](=[CH:6][CH:1]=1)[C:7](=[O:8])[C:9]([Cl:14])=[C:10]([Cl:13])[C:11]2=[O:12])([O-:17])=[O:16]. (6) Given the reactants N[C:2]1[N:6]([C:7]2[CH:12]=[C:11]([S:13][CH2:14][C:15]([F:18])([F:17])[F:16])[C:10]([CH3:19])=[CH:9][C:8]=2[F:20])[N:5]=[C:4]([O:21][C:22]([F:31])([F:30])[CH:23]([F:29])[O:24][C:25]([F:28])([F:27])[F:26])[C:3]=1[Cl:32].N(OC(C)(C)C)=O, predict the reaction product. The product is: [Cl:32][C:3]1[C:4]([O:21][C:22]([F:31])([F:30])[CH:23]([F:29])[O:24][C:25]([F:26])([F:27])[F:28])=[N:5][N:6]([C:7]2[CH:12]=[C:11]([S:13][CH2:14][C:15]([F:18])([F:17])[F:16])[C:10]([CH3:19])=[CH:9][C:8]=2[F:20])[CH:2]=1.